This data is from Catalyst prediction with 721,799 reactions and 888 catalyst types from USPTO. The task is: Predict which catalyst facilitates the given reaction. (1) Reactant: [Cl:1][C:2]1[N:10]=[CH:9][C:8]2[N:7](S(C3C=CC(C)=CC=3)(=O)=O)[C:6]3[N:21]=[CH:22][C:23]([F:26])=[C:24]([I:25])[C:5]=3[C:4]=2[CH:3]=1.O.[OH-].[Li+].O.Cl. Product: [Cl:1][C:2]1[N:10]=[CH:9][C:8]2[NH:7][C:6]3[N:21]=[CH:22][C:23]([F:26])=[C:24]([I:25])[C:5]=3[C:4]=2[CH:3]=1. The catalyst class is: 36. (2) Reactant: [CH3:1][N:2]1[C:6]([C:7]2[CH:8]=[C:9]([C:16]([O:18]C)=[O:17])[S:10][C:11]=2[C:12]([F:15])([F:14])[F:13])=[CH:5][CH:4]=[N:3]1.[OH-].[K+]. Product: [CH3:1][N:2]1[C:6]([C:7]2[CH:8]=[C:9]([C:16]([OH:18])=[O:17])[S:10][C:11]=2[C:12]([F:13])([F:14])[F:15])=[CH:5][CH:4]=[N:3]1. The catalyst class is: 20.